This data is from Catalyst prediction with 721,799 reactions and 888 catalyst types from USPTO. The task is: Predict which catalyst facilitates the given reaction. (1) Reactant: [CH2:1]=[CH:2][CH2:3][CH:4]([OH:6])C.[C:7](N1C=CN=C1)(N1C=CN=C1)=[O:8].Cl.[CH3:20][O:21][C:22](=[O:29])[C@H:23]([CH2:25][CH2:26][CH2:27][CH3:28])[NH2:24].[CH3:30]N(C=O)C. Product: [CH3:20][O:21][C:22](=[O:29])[C@H:23]([CH2:25][CH2:26][CH2:27][CH3:28])[NH:24][C:7]([O:6][CH2:4][CH2:3][CH2:2][CH:1]=[CH2:30])=[O:8]. The catalyst class is: 27. (2) Reactant: [CH2:1]([N:12]([CH2:17][C:18]([OH:20])=[O:19])[CH2:13][C:14]([OH:16])=[O:15])[CH2:2][N:3]([CH2:8][C:9]([OH:11])=[O:10])[CH2:4][C:5]([OH:7])=[O:6].[C:21]([OH:30])(=[O:29])[CH2:22][CH2:23][CH2:24][CH2:25][CH2:26][CH2:27][CH3:28]. Product: [C:21]([OH:30])(=[O:29])[CH2:22][CH2:23][CH2:24][CH2:25][CH2:26][CH2:27][CH3:28].[CH2:2]([N:3]([CH2:8][C:9]([OH:11])=[O:10])[CH2:4][C:5]([OH:7])=[O:6])[CH2:1][N:12]([CH2:17][C:18]([OH:20])=[O:19])[CH2:13][C:14]([OH:16])=[O:15].[C:18]([OH:20])(=[O:19])[CH2:17][CH2:21][CH2:22][CH2:23][CH2:24][CH2:25][CH3:26]. The catalyst class is: 6. (3) Reactant: [Br:1][C:2]1[CH:3]=[C:4]2[C:8](=[CH:9][CH:10]=1)[NH:7][CH:6]=[C:5]2[CH:11]=[O:12].[H-].[Na+].I[CH3:16]. Product: [Br:1][C:2]1[CH:3]=[C:4]2[C:8](=[CH:9][CH:10]=1)[N:7]([CH3:16])[CH:6]=[C:5]2[CH:11]=[O:12]. The catalyst class is: 1. (4) Reactant: [NH2:1][C:2]1[C:11]([C:12]#[N:13])=[C:10]([NH:14][CH2:15][C:16]2[CH:21]=[CH:20][CH:19]=[CH:18][CH:17]=2)[C:9]2[C:4](=[CH:5][CH:6]=[C:7]([N+:22]([O-:24])=[O:23])[CH:8]=2)[N:3]=1.[CH3:25][O:26][C:27]1[CH:35]=[CH:34][C:30]([C:31](Cl)=[O:32])=[CH:29][CH:28]=1. Product: [CH3:25][O:26][C:27]1[CH:35]=[CH:34][C:30]([C:31]([N:1]([C:31](=[O:32])[C:30]2[CH:34]=[CH:35][C:27]([O:26][CH3:25])=[CH:28][CH:29]=2)[C:2]2[C:11]([C:12]#[N:13])=[C:10]([NH:14][CH2:15][C:16]3[CH:21]=[CH:20][CH:19]=[CH:18][CH:17]=3)[C:9]3[C:4](=[CH:5][CH:6]=[C:7]([N+:22]([O-:24])=[O:23])[CH:8]=3)[N:3]=2)=[O:32])=[CH:29][CH:28]=1. The catalyst class is: 17. (5) The catalyst class is: 4. Product: [O:8]=[C:6]1[N:5]([C:9]2[CH:10]=[CH:11][C:12]3[C:18](=[O:19])[CH2:17][CH2:16][CH2:15][CH2:14][C:13]=3[CH:20]=2)[CH2:4][C@H:3]([CH2:2][O:1][S:29]([CH3:28])(=[O:31])=[O:30])[O:7]1. Reactant: [OH:1][CH2:2][C@@H:3]1[O:7][C:6](=[O:8])[N:5]([C:9]2[CH:10]=[CH:11][C:12]3[C:18](=[O:19])[CH2:17][CH2:16][CH2:15][CH2:14][C:13]=3[CH:20]=2)[CH2:4]1.C(N(CC)CC)C.[CH3:28][S:29](Cl)(=[O:31])=[O:30]. (6) Reactant: [NH2:1][C:2]1[CH:7]=[CH:6][CH:5]=[CH:4][CH:3]=1.[N+:8]([C:11]1[C:12](Cl)=[CH:13][CH:14]=[C:15]2[C:20]=1[N:19]=[CH:18][CH:17]=[CH:16]2)([O-:10])=[O:9]. Product: [N+:8]([C:11]1[C:12]([NH:1][C:2]2[CH:7]=[CH:6][CH:5]=[CH:4][CH:3]=2)=[CH:13][CH:14]=[C:15]2[C:20]=1[N:19]=[CH:18][CH:17]=[CH:16]2)([O-:10])=[O:9]. The catalyst class is: 436. (7) Reactant: [CH3:1][O:2][CH2:3][O:4][C@@H:5]1[CH2:22][CH2:21][C@@:20]2([CH3:23])[C@@H:7]([CH2:8][CH2:9][C@@H:10]3[C@@H:19]2[C:18](=[O:24])[CH2:17][C@@:15]2([CH3:16])[C@H:11]3[CH2:12][CH2:13][C:14]2=[CH2:25])[CH2:6]1.[H-].[H-].[H-].[H-].[Li+].[Al+3].O.[OH-].[Na+]. Product: [CH3:1][O:2][CH2:3][O:4][C@@H:5]1[CH2:22][CH2:21][C@@:20]2([CH3:23])[C@@H:7]([CH2:8][CH2:9][C@@H:10]3[C@@H:19]2[C@@H:18]([OH:24])[CH2:17][C@@:15]2([CH3:16])[C@H:11]3[CH2:12][CH2:13][C:14]2=[CH2:25])[CH2:6]1. The catalyst class is: 28. (8) Reactant: [C:1]([OH:5])(=[O:4])[CH:2]=[CH2:3].C(C1C=C(C)C=C(C(C)(C)C)C=1O)(C)(C)C.C(N(CC)CC)C.[C:29]([Si:35]([CH:40]([CH3:42])[CH3:41])([CH:37]([CH3:39])[CH3:38])Cl)([CH:32]([CH3:34])[CH3:33])([CH3:31])[CH3:30]. Product: [C:1]([O:5][Si:35]([C:29]([CH:32]([CH3:34])[CH3:33])([CH3:31])[CH3:30])([CH:40]([CH3:41])[CH3:42])[CH:37]([CH3:38])[CH3:39])(=[O:4])[CH:2]=[CH2:3]. The catalyst class is: 11. (9) Reactant: [C:1]([O:5][C:6](=[O:18])[CH2:7][O:8][C:9]1[CH:14]=[CH:13][C:12]([NH2:15])=[CH:11][C:10]=1[CH2:16][CH3:17])(C)(C)C.[C:19](O[C:19]([O:21][C:22]([CH3:25])([CH3:24])[CH3:23])=[O:20])([O:21][C:22]([CH3:25])([CH3:24])[CH3:23])=[O:20]. Product: [CH3:1][O:5][C:6](=[O:18])[CH2:7][O:8][C:9]1[CH:14]=[CH:13][C:12]([NH:15][C:19]([O:21][C:22]([CH3:25])([CH3:24])[CH3:23])=[O:20])=[CH:11][C:10]=1[CH2:16][CH3:17]. The catalyst class is: 1.